From a dataset of Full USPTO retrosynthesis dataset with 1.9M reactions from patents (1976-2016). Predict the reactants needed to synthesize the given product. (1) Given the product [NH2:17][C:13]1[CH:12]=[C:11]([S:8]([NH:7][O:6][CH:1]2[CH2:5][CH2:4][CH2:3][CH2:2]2)(=[O:9])=[O:10])[CH:16]=[CH:15][CH:14]=1, predict the reactants needed to synthesize it. The reactants are: [CH:1]1([O:6][NH:7][S:8]([C:11]2[CH:16]=[CH:15][CH:14]=[C:13]([N+:17]([O-])=O)[CH:12]=2)(=[O:10])=[O:9])[CH2:5][CH2:4][CH2:3][CH2:2]1.[H][H]. (2) Given the product [CH3:15][C:2]1([CH3:1])[O:6][C@H:5]([C@H:7]2[O:12][C:10](=[O:11])[C:9]([OH:13])=[C:8]2[NH:19][CH2:16][CH2:17][CH3:18])[CH2:4][O:3]1, predict the reactants needed to synthesize it. The reactants are: [CH3:1][C:2]1([CH3:15])[O:6][C@H:5]([C@H:7]2[O:12][C:10](=[O:11])[C:9]([OH:13])=[C:8]2O)[CH2:4][O:3]1.[CH2:16]([NH2:19])[CH2:17][CH3:18].